From a dataset of Reaction yield outcomes from USPTO patents with 853,638 reactions. Predict the reaction yield, written as a fraction of the theoretical maximum amount of product (1.0 means a 100% yield; for example, 0.34 means a 34% yield). (1) The reactants are [CH:1]1([N:7]([CH:18]2[CH2:23][CH2:22][CH2:21][CH2:20][CH2:19]2)[C:8]([NH:10][C:11]2[S:12][C:13]([CH:16]=O)=[CH:14][N:15]=2)=[O:9])[CH2:6][CH2:5][CH2:4][CH2:3][CH2:2]1.Cl.[NH:25]1[CH2:29][CH2:28][C:27](=[O:30])[NH:26]1.C(O[BH-](OC(=O)C)OC(=O)C)(=O)C.[Na+]. The yield is 0.160. No catalyst specified. The product is [CH:18]1([N:7]([CH:1]2[CH2:6][CH2:5][CH2:4][CH2:3][CH2:2]2)[C:8]([NH:10][C:11]2[S:12][C:13]([CH2:16][N:25]3[CH2:29][CH2:28][C:27](=[O:30])[NH:26]3)=[CH:14][N:15]=2)=[O:9])[CH2:19][CH2:20][CH2:21][CH2:22][CH2:23]1. (2) The reactants are [Cl:1][C:2](=[N:16][OH:17])[CH:3]1[CH2:8][CH2:7][N:6]([C:9]([O:11][C:12]([CH3:15])([CH3:14])[CH3:13])=[O:10])[CH2:5][CH2:4]1.[CH3:18][S:19](Cl)(=[O:21])=[O:20].C(N(CC)CC)C. The catalyst is C(OCC)C. The product is [Cl:1][C:2](=[N:16][O:17][S:19]([CH3:18])(=[O:21])=[O:20])[CH:3]1[CH2:4][CH2:5][N:6]([C:9]([O:11][C:12]([CH3:13])([CH3:14])[CH3:15])=[O:10])[CH2:7][CH2:8]1. The yield is 0.530. (3) The reactants are [C:1]([O:5][C:6]([NH:8][C@@H:9]1[C:23](=[O:24])[N:22]2[CH2:25][C@H:26]([OH:28])[CH2:27][C@H:21]2[C:20](=[O:29])[NH:19][C@:18]2([C:31]([O:33]CC)=[O:32])[CH2:30][C@H:17]2[CH2:16][C:15]([F:37])([F:36])[CH2:14][CH2:13][CH2:12][CH2:11][CH2:10]1)=[O:7])([CH3:4])([CH3:3])[CH3:2].O1CCCC1.CO.O.[OH-].[Li+]. The catalyst is CC#N.Cl.O. The product is [C:1]([O:5][C:6]([NH:8][C@@H:9]1[C:23](=[O:24])[N:22]2[CH2:25][C@H:26]([OH:28])[CH2:27][C@H:21]2[C:20](=[O:29])[NH:19][C@:18]2([C:31]([OH:33])=[O:32])[CH2:30][C@H:17]2[CH2:16][C:15]([F:37])([F:36])[CH2:14][CH2:13][CH2:12][CH2:11][CH2:10]1)=[O:7])([CH3:4])([CH3:2])[CH3:3]. The yield is 1.00.